Dataset: Forward reaction prediction with 1.9M reactions from USPTO patents (1976-2016). Task: Predict the product of the given reaction. (1) Given the reactants C12N(C3C=NC4C(=CC=CC=4)N=3)CC1CCNC2.[C:19]1([C:34]2[CH:39]=[CH:38][CH:37]=[CH:36][CH:35]=2)[CH:24]=[CH:23][CH:22]=[CH:21][C:20]=1[C:25]([N:27]1[CH2:33][CH:32]2[CH:29]([CH2:30][NH:31]2)[CH2:28]1)=[O:26].Cl[C:41]1[N:46]=[C:45]([C:47]2[CH:52]=[CH:51][CH:50]=[CH:49][CH:48]=2)[CH:44]=[CH:43][N:42]=1, predict the reaction product. The product is: [C:19]1([C:34]2[CH:39]=[CH:38][CH:37]=[CH:36][CH:35]=2)[CH:24]=[CH:23][CH:22]=[CH:21][C:20]=1[C:25]([N:27]1[CH2:33][CH:32]2[CH:29]([CH2:30][N:31]2[C:41]2[N:46]=[C:45]([C:47]3[CH:52]=[CH:51][CH:50]=[CH:49][CH:48]=3)[CH:44]=[CH:43][N:42]=2)[CH2:28]1)=[O:26]. (2) Given the reactants [CH3:1][C:2]1([CH3:37])[CH2:7][CH:6]([NH:8][C:9]2[N:14]=[C:13]([C:15]3[CH:20]=[CH:19][C:18]([CH2:21][CH2:22][CH2:23][O:24]S(C4C=CC(C)=CC=4)(=O)=O)=[CH:17][CH:16]=3)[CH:12]=[CH:11][N:10]=2)[CH2:5][C:4]([CH3:36])([CH3:35])[NH:3]1.[CH3:38]O, predict the reaction product. The product is: [CH3:38][O:24][CH2:23][CH2:22][CH2:21][C:18]1[CH:17]=[CH:16][C:15]([C:13]2[CH:12]=[CH:11][N:10]=[C:9]([NH:8][CH:6]3[CH2:7][C:2]([CH3:37])([CH3:1])[NH:3][C:4]([CH3:35])([CH3:36])[CH2:5]3)[N:14]=2)=[CH:20][CH:19]=1. (3) Given the reactants [CH2:1]([O:3][C:4](=[O:16])[C:5]([S:8][C:9]1[CH:14]=[CH:13][C:12]([NH2:15])=[CH:11][CH:10]=1)([CH3:7])[CH3:6])[CH3:2].Br[CH2:18][CH2:19][CH2:20][N:21]1[C:26](=[O:27])[C:25]2[N:28]([CH3:34])[N:29]=[C:30]([CH2:31][CH2:32][CH3:33])[C:24]=2[N:23]=[C:22]1[CH2:35][CH3:36].C(=O)([O-])[O-].[K+].[K+], predict the reaction product. The product is: [CH2:1]([O:3][C:4](=[O:16])[C:5]([S:8][C:9]1[CH:10]=[CH:11][C:12]([NH:15][CH2:18][CH2:19][CH2:20][N:21]2[C:26](=[O:27])[C:25]3[N:28]([CH3:34])[N:29]=[C:30]([CH2:31][CH2:32][CH3:33])[C:24]=3[N:23]=[C:22]2[CH2:35][CH3:36])=[CH:13][CH:14]=1)([CH3:7])[CH3:6])[CH3:2]. (4) Given the reactants [Br:1][C:2]1[N:3]=[C:4]2[C:10]([C:11]([OH:13])=O)=[CH:9][NH:8][C:5]2=[N:6][CH:7]=1.[CH:14]1([NH2:21])[CH2:19][CH2:18][CH2:17][CH:16]([NH2:20])[CH2:15]1.CN(C(ON1N=NC2C=CC=NC1=2)=[N+](C)C)C.F[P-](F)(F)(F)(F)F.CCN(C(C)C)C(C)C, predict the reaction product. The product is: [NH2:20][CH:16]1[CH2:17][CH2:18][CH2:19][CH:14]([NH:21][C:11]([C:10]2[C:4]3[C:5](=[N:6][CH:7]=[C:2]([Br:1])[N:3]=3)[NH:8][CH:9]=2)=[O:13])[CH2:15]1. (5) The product is: [C:1]([C:3]1[CH:27]=[CH:26][C:6]([O:7][C:8]2[CH:9]=[C:10]([CH:14]=[C:15]([O:17][C:18]3[CH:23]=[CH:22][C:21]([C:24]#[N:25])=[CH:20][CH:19]=3)[CH:16]=2)[C:11]([NH:34][CH:28]2[CH2:33][CH2:32][CH2:31][CH2:30][CH2:29]2)=[O:13])=[CH:5][CH:4]=1)#[N:2]. Given the reactants [C:1]([C:3]1[CH:27]=[CH:26][C:6]([O:7][C:8]2[CH:9]=[C:10]([CH:14]=[C:15]([O:17][C:18]3[CH:23]=[CH:22][C:21]([C:24]#[N:25])=[CH:20][CH:19]=3)[CH:16]=2)[C:11]([OH:13])=O)=[CH:5][CH:4]=1)#[N:2].[CH:28]1([NH2:34])[CH2:33][CH2:32][CH2:31][CH2:30][CH2:29]1, predict the reaction product.